Dataset: Catalyst prediction with 721,799 reactions and 888 catalyst types from USPTO. Task: Predict which catalyst facilitates the given reaction. (1) Reactant: C(Cl)(=O)C(Cl)=O.CS(C)=O.[F:11][CH:12]1[CH:17]([O:18][CH2:19][CH:20]([OH:27])[C:21]2[CH:26]=[CH:25][CH:24]=[CH:23][CH:22]=2)[CH2:16][CH2:15][CH:14]([NH:28][C:29](=[O:35])[O:30][C:31]([CH3:34])([CH3:33])[CH3:32])[CH2:13]1.C(N(C(C)C)CC)(C)C. Product: [F:11][CH:12]1[CH:17]([O:18][CH2:19][C:20](=[O:27])[C:21]2[CH:22]=[CH:23][CH:24]=[CH:25][CH:26]=2)[CH2:16][CH2:15][CH:14]([NH:28][C:29](=[O:35])[O:30][C:31]([CH3:33])([CH3:32])[CH3:34])[CH2:13]1. The catalyst class is: 4. (2) Reactant: [F:1][C:2]1[CH:28]=[CH:27][C:5]([CH2:6][NH:7][C:8]([C:10]2[C:19]([OH:20])=[C:18]3[C:13]([CH:14]=[CH:15][CH:16]=[N:17]3)=[C:12]([N:21]3[CH2:26][CH2:25]S[CH2:23][CH2:22]3)[N:11]=2)=[O:9])=[CH:4][CH:3]=1.O[O:30][S:31]([O-:33])=O.[K+]. Product: [O:30]=[S:31]1(=[O:33])[CH2:25][CH2:26][N:21]([C:12]2[N:11]=[C:10]([C:8]([NH:7][CH2:6][C:5]3[CH:4]=[CH:3][C:2]([F:1])=[CH:28][CH:27]=3)=[O:9])[C:19]([OH:20])=[C:18]3[C:13]=2[CH:14]=[CH:15][CH:16]=[N:17]3)[CH2:22][CH2:23]1. The catalyst class is: 5.